This data is from Full USPTO retrosynthesis dataset with 1.9M reactions from patents (1976-2016). The task is: Predict the reactants needed to synthesize the given product. (1) Given the product [C:65]([NH:56][C@@H:54]1[C@@H:53]([OH:66])[C@H:52]([O:67][C@@H:78]2[O:71][C@H:70]([CH2:69][OH:68])[C@H:72]([OH:73])[C@H:74]([OH:75])[C@H:76]2[OH:77])[C@@H:51]([CH2:50][OH:49])[O:55][CH:6]1[OH:7])(=[O:80])[CH3:59], predict the reactants needed to synthesize it. The reactants are: CCC([CH2:6][O:7]C(C(N(CC[NH+](C)C)C)=O)(C1C=CC=CC=1)C1C=CC=CC=1)CC.[Cl-].[As](C)(C)(=O)[O-].[Na+].P([O:49][CH2:50][C@H:51]1[O:55][C@@H:54]([N:56]2[C:65]3N=CN=C(N)[C:59]=3N=C2)[C@H:53]([OH:66])[C@@H:52]1[OH:67])(OP(OP(O)(O)=O)(O)=O)(=O)O.[O:68]=[CH:69][C@H:70]([C@@H:72]([C@@H:74]([C@H:76]([CH3:78])[OH:77])[OH:75])[OH:73])[OH:71].C([O-])=[O:80]. (2) Given the product [O:3]=[C:4]1[CH2:8][CH2:7][CH2:6][N:5]1[C:10]1[O:11][C:12]([C:19]([O:21][CH2:22][CH3:23])=[O:20])=[C:13]([C:15]([F:17])([F:16])[F:18])[N:14]=1, predict the reactants needed to synthesize it. The reactants are: [H-].[Na+].[O:3]=[C:4]1[CH2:8][CH2:7][CH2:6][NH:5]1.Br[C:10]1[O:11][C:12]([C:19]([O:21][CH2:22][CH3:23])=[O:20])=[C:13]([C:15]([F:18])([F:17])[F:16])[N:14]=1.